Dataset: TCR-epitope binding with 47,182 pairs between 192 epitopes and 23,139 TCRs. Task: Binary Classification. Given a T-cell receptor sequence (or CDR3 region) and an epitope sequence, predict whether binding occurs between them. (1) The epitope is GILGFVFTL. The TCR CDR3 sequence is CASSRRASYEQYF. Result: 1 (the TCR binds to the epitope). (2) The epitope is TLIGDCATV. The TCR CDR3 sequence is CASSPLDREDEQFF. Result: 1 (the TCR binds to the epitope). (3) The epitope is KLFIRQEEV. The TCR CDR3 sequence is CASSFGQALEQYF. Result: 0 (the TCR does not bind to the epitope). (4) The epitope is GLCTLVAML. The TCR CDR3 sequence is CASSTYYGQSYGYTF. Result: 1 (the TCR binds to the epitope).